This data is from Forward reaction prediction with 1.9M reactions from USPTO patents (1976-2016). The task is: Predict the product of the given reaction. (1) Given the reactants [N:1]1[CH:6]=[CH:5][CH:4]=[C:3]([C:7]2[CH:8]=[CH:9][C:10]3[N:11]([C:13]([CH:16]=[O:17])=[CH:14][N:15]=3)[CH:12]=2)[CH:2]=1.[F:18]C1C(B(O)O)=CC=CN=1, predict the reaction product. The product is: [F:18][C:2]1[C:3]([C:7]2[CH:8]=[CH:9][C:10]3[N:11]([C:13]([CH:16]=[O:17])=[CH:14][N:15]=3)[CH:12]=2)=[CH:4][CH:5]=[CH:6][N:1]=1. (2) Given the reactants [CH2:1]([NH:5][CH:6]1[CH2:9][N:8]([C:10]([C:12]2[CH:13]=[C:14]([CH:27]=[CH:28][C:29]=2[F:30])[CH2:15][C:16]2[C:25]3[C:20](=[CH:21][CH:22]=[CH:23][CH:24]=3)[C:19](=[O:26])[NH:18][N:17]=2)=[O:11])[CH2:7]1)[CH2:2][CH2:3][CH3:4].[ClH:31], predict the reaction product. The product is: [ClH:31].[CH2:1]([NH:5][CH:6]1[CH2:7][N:8]([C:10]([C:12]2[CH:13]=[C:14]([CH:27]=[CH:28][C:29]=2[F:30])[CH2:15][C:16]2[C:25]3[C:20](=[CH:21][CH:22]=[CH:23][CH:24]=3)[C:19](=[O:26])[NH:18][N:17]=2)=[O:11])[CH2:9]1)[CH2:2][CH2:3][CH3:4]. (3) Given the reactants Cl[C:2]1[N:7]=[C:6]([CH:8]2[CH2:10][CH2:9]2)[N:5]=[C:4]([N:11]2[CH2:16][C@@H:15]3[CH2:17][C@H:12]2[CH2:13][N:14]3[CH2:18][CH2:19][O:20][CH3:21])[CH:3]=1.CC1(C)C(C)(C)OB([C:30]2[CH:31]=[C:32]([O:37][C:38]([F:41])([F:40])[F:39])[C:33]([NH2:36])=[N:34][CH:35]=2)O1.C(=O)([O-])[O-].[Cs+].[Cs+], predict the reaction product. The product is: [CH:8]1([C:6]2[N:7]=[C:2]([C:30]3[CH:31]=[C:32]([O:37][C:38]([F:41])([F:40])[F:39])[C:33]([NH2:36])=[N:34][CH:35]=3)[CH:3]=[C:4]([N:11]3[CH2:16][C@@H:15]4[CH2:17][C@H:12]3[CH2:13][N:14]4[CH2:18][CH2:19][O:20][CH3:21])[N:5]=2)[CH2:10][CH2:9]1. (4) Given the reactants [CH:1]([C@@H:4]1[NH:10][CH2:9][C:8]2[CH:11]=[CH:12][C:13]([C:15]([O:17]C)=O)=[CH:14][C:7]=2[O:6][CH2:5]1)([CH3:3])[CH3:2].CO.[NH2:21][OH:22].[OH-].[Na+], predict the reaction product. The product is: [OH:22][NH:21][C:15]([C:13]1[CH:12]=[CH:11][C:8]2[CH2:9][NH:10][C@@H:4]([CH:1]([CH3:3])[CH3:2])[CH2:5][O:6][C:7]=2[CH:14]=1)=[O:17]. (5) Given the reactants [F:1][C:2]1[CH:3]=[C:4]([N:40]2[CH2:45][CH2:44][N:43](C(OC(C)(C)C)=O)[CH2:42][CH2:41]2)[CH:5]=[CH:6][C:7]=1[C:8]1[CH:9]=[C:10]2[C:16]([C:17]3[CH:18]=[N:19][N:20]([CH2:22][C:23]4[CH:28]=[CH:27][CH:26]=[C:25]([F:29])[CH:24]=4)[CH:21]=3)=[CH:15][N:14]([S:30]([C:33]3[CH:39]=[CH:38][C:36]([CH3:37])=[CH:35][CH:34]=3)(=[O:32])=[O:31])[C:11]2=[N:12][CH:13]=1, predict the reaction product. The product is: [F:1][C:2]1[CH:3]=[C:4]([N:40]2[CH2:41][CH2:42][NH:43][CH2:44][CH2:45]2)[CH:5]=[CH:6][C:7]=1[C:8]1[CH:9]=[C:10]2[C:16]([C:17]3[CH:18]=[N:19][N:20]([CH2:22][C:23]4[CH:28]=[CH:27][CH:26]=[C:25]([F:29])[CH:24]=4)[CH:21]=3)=[CH:15][N:14]([S:30]([C:33]3[CH:34]=[CH:35][C:36]([CH3:37])=[CH:38][CH:39]=3)(=[O:32])=[O:31])[C:11]2=[N:12][CH:13]=1. (6) Given the reactants F[C:2]1[CH:19]=[CH:18][C:5]([C:6]([O:8][CH2:9][C:10]2[CH:15]=[CH:14][C:13]([O:16][CH3:17])=[CH:12][CH:11]=2)=[O:7])=[CH:4][C:3]=1[C:20]([F:23])([F:22])[F:21].C(=O)([O-])[O-].[K+].[K+].[SH:30][C:31]1[CH:32]=[C:33]([OH:37])[CH:34]=[CH:35][CH:36]=1.[CH2:38](Br)[C:39]1[CH:44]=[CH:43][CH:42]=[CH:41][CH:40]=1, predict the reaction product. The product is: [CH2:38]([O:37][C:33]1[CH:32]=[C:31]([S:30][C:2]2[CH:19]=[CH:18][C:5]([C:6]([O:8][CH2:9][C:10]3[CH:15]=[CH:14][C:13]([O:16][CH3:17])=[CH:12][CH:11]=3)=[O:7])=[CH:4][C:3]=2[C:20]([F:23])([F:22])[F:21])[CH:36]=[CH:35][CH:34]=1)[C:39]1[CH:44]=[CH:43][CH:42]=[CH:41][CH:40]=1.